From a dataset of Catalyst prediction with 721,799 reactions and 888 catalyst types from USPTO. Predict which catalyst facilitates the given reaction. (1) Reactant: [Cl:1][C:2]1[CH:29]=[CH:28][C:5]([CH2:6][N:7]2[CH:12]=[N:11][C:10]([N:13]3[CH2:18][CH:17](O)[C:16]([C:20]4[CH:25]=[CH:24][C:23]([F:26])=[CH:22][CH:21]=4)=[CH:15][CH2:14]3)=[N:9][C:8]2=[O:27])=[CH:4][CH:3]=1.C(N(S(F)(F)[F:36])CC)C. Product: [Cl:1][C:2]1[CH:29]=[CH:28][C:5]([CH2:6][N:7]2[CH:12]=[N:11][C:10]([N:13]3[CH2:18][CH:17]([F:36])[C:16]([C:20]4[CH:25]=[CH:24][C:23]([F:26])=[CH:22][CH:21]=4)=[CH:15][CH2:14]3)=[N:9][C:8]2=[O:27])=[CH:4][CH:3]=1. The catalyst class is: 4. (2) Reactant: Cl.[CH3:2][O:3][CH:4]1[CH2:7][NH:6][CH2:5]1.[F:8][C:9]([F:53])([F:52])[C:10]1[CH:11]=[C:12]([C@H:20]2[O:24][C:23](=[O:25])[N:22]([CH2:26][C:27]3[C:32]([C:33]4[CH:34]=[C:35]([CH2:41][CH2:42][C:43]([O:45][CH3:46])=[O:44])[CH:36]=[CH:37][C:38]=4[O:39][CH3:40])=[CH:31][N:30]=[C:29](S(C)(=O)=O)[N:28]=3)[C@H:21]2[CH3:51])[CH:13]=[C:14]([C:16]([F:19])([F:18])[F:17])[CH:15]=1.C(N(CC)CC)C. Product: [F:53][C:9]([F:8])([F:52])[C:10]1[CH:11]=[C:12]([C@H:20]2[O:24][C:23](=[O:25])[N:22]([CH2:26][C:27]3[C:32]([C:33]4[CH:34]=[C:35]([CH2:41][CH2:42][C:43]([O:45][CH3:46])=[O:44])[CH:36]=[CH:37][C:38]=4[O:39][CH3:40])=[CH:31][N:30]=[C:29]([N:6]4[CH2:7][CH:4]([O:3][CH3:2])[CH2:5]4)[N:28]=3)[C@H:21]2[CH3:51])[CH:13]=[C:14]([C:16]([F:18])([F:17])[F:19])[CH:15]=1. The catalyst class is: 1. (3) Reactant: [Cl:1][C:2]1[CH:3]=[C:4]([CH:6]=[CH:7][C:8]=1[O:9][C:10]1[C:19]2[C:14](=[CH:15][C:16]([O:22][CH3:23])=[C:17]([O:20][CH3:21])[CH:18]=2)[N:13]=[CH:12][CH:11]=1)[NH2:5].C(N(CC)CC)C.ClC(Cl)(O[C:35](=[O:41])OC(Cl)(Cl)Cl)Cl.[CH2:43]([N:45]([CH2:49][CH3:50])[CH2:46][CH2:47][NH2:48])[CH3:44]. Product: [Cl:1][C:2]1[CH:3]=[C:4]([NH:5][C:35]([NH:48][CH2:47][CH2:46][N:45]([CH2:49][CH3:50])[CH2:43][CH3:44])=[O:41])[CH:6]=[CH:7][C:8]=1[O:9][C:10]1[C:19]2[C:14](=[CH:15][C:16]([O:22][CH3:23])=[C:17]([O:20][CH3:21])[CH:18]=2)[N:13]=[CH:12][CH:11]=1. The catalyst class is: 146.